This data is from Forward reaction prediction with 1.9M reactions from USPTO patents (1976-2016). The task is: Predict the product of the given reaction. (1) Given the reactants [NH:1]1[C:10]2[C:5](=[CH:6][CH:7]=[CH:8][CH:9]=2)[CH2:4][CH:3]([NH:11][C:12](=[O:18])[O:13][C:14]([CH3:17])([CH3:16])[CH3:15])[CH2:2]1.[Br-:19].[Br-].[Br-].[NH+]1C=CC=CC=1.[NH+]1C=CC=CC=1.[NH+]1C=CC=CC=1.O.CCOCC, predict the reaction product. The product is: [C:14]([O:13][C:12](=[O:18])[NH:11][CH:3]1[CH2:4][C:5]2[C:10](=[CH:9][CH:8]=[C:7]([Br:19])[CH:6]=2)[NH:1][CH2:2]1)([CH3:15])([CH3:17])[CH3:16]. (2) Given the reactants FC(F)(F)C(O)=O.[OH:8][C:9]1[CH:36]=[C:35]([N:37]2[CH:41]=[CH:40][CH:39]=[N:38]2)[CH:34]=[CH:33][C:10]=1[C:11]([NH:13][C:14]1[CH:26]=[C:25]([C:27]2[CH:32]=[CH:31][CH:30]=[CH:29][CH:28]=2)[CH:24]=[CH:23][C:15]=1[C:16]([O:18]C(C)(C)C)=[O:17])=[O:12], predict the reaction product. The product is: [OH:8][C:9]1[CH:36]=[C:35]([N:37]2[CH:41]=[CH:40][CH:39]=[N:38]2)[CH:34]=[CH:33][C:10]=1[C:11]([NH:13][C:14]1[CH:26]=[C:25]([C:27]2[CH:32]=[CH:31][CH:30]=[CH:29][CH:28]=2)[CH:24]=[CH:23][C:15]=1[C:16]([OH:18])=[O:17])=[O:12]. (3) Given the reactants [C:1](Cl)(=[O:5])[CH:2]([CH3:4])[CH3:3].[NH2:7][CH:8]1[CH2:13][CH2:12][N:11]([CH2:14][C:15]2[CH:20]=[CH:19][CH:18]=[CH:17][CH:16]=2)[CH2:10][CH2:9]1.C(N(CC)CC)C, predict the reaction product. The product is: [CH2:14]([N:11]1[CH2:12][CH2:13][CH:8]([NH:7][C:1](=[O:5])[CH:2]([CH3:4])[CH3:3])[CH2:9][CH2:10]1)[C:15]1[CH:16]=[CH:17][CH:18]=[CH:19][CH:20]=1. (4) Given the reactants [OH:1][CH2:2][C:3]1[CH2:4][C@H:5]2[C@@:10]([CH3:12])([CH:11]=1)[C@H:9]([CH3:13])[CH2:8][C@H:7]([OH:14])[CH2:6]2, predict the reaction product. The product is: [OH:14][C@@H:7]1[CH2:6][C@@H:5]2[C@@:10]([CH3:12])([CH:11]=[C:3]([CH:2]=[O:1])[CH2:4]2)[C@H:9]([CH3:13])[CH2:8]1.